Dataset: Full USPTO retrosynthesis dataset with 1.9M reactions from patents (1976-2016). Task: Predict the reactants needed to synthesize the given product. (1) The reactants are: C([Si]([O:8][CH2:9][C:10]1[CH:15]=[C:14]([N+:16]([O-:18])=[O:17])[CH:13]=[CH:12][C:11]=1[N:19]=[C:20]=S)(C)C)(C)(C)C.[CH:22]1([NH2:30])[CH2:29][CH2:28][CH2:27][CH2:26][CH2:25][CH2:24][CH2:23]1. Given the product [CH:22]1([NH:30][C:20]2[O:8][CH2:9][C:10]3[CH:15]=[C:14]([N+:16]([O-:18])=[O:17])[CH:13]=[CH:12][C:11]=3[N:19]=2)[CH2:29][CH2:28][CH2:27][CH2:26][CH2:25][CH2:24][CH2:23]1, predict the reactants needed to synthesize it. (2) The reactants are: Br[C:2]1[CH:7]=[C:6]([CH3:8])[CH:5]=[CH:4][N:3]=1.C1COCC1.[Br:14][C:15]1[CH:20]=[CH:19][C:18](I)=[CH:17][CH:16]=1.C(N(CC(O)=O)CC(O)=O)CN(CC(O)=O)CC(O)=O. Given the product [Br:14][C:15]1[CH:20]=[CH:19][C:18]([C:2]2[CH:7]=[C:6]([CH3:8])[CH:5]=[CH:4][N:3]=2)=[CH:17][CH:16]=1, predict the reactants needed to synthesize it. (3) Given the product [CH:27]1([CH2:26][C@H:13]([CH2:14][N:15]([CH:16]=[O:17])[O:18][CH2:19][C:20]2[CH:25]=[CH:24][CH:23]=[CH:22][CH:21]=2)[C:12]([NH:11][NH:10][C:4]2[N:5]=[C:6]([O:8][CH3:9])[N:7]=[C:2]([NH:35][C@@H:36]([CH2:42][CH3:43])[C:37]([N:39]([CH3:41])[CH3:40])=[O:38])[C:3]=2[F:33])=[O:32])[CH2:31][CH2:30][CH2:29][CH2:28]1, predict the reactants needed to synthesize it. The reactants are: Cl[C:2]1[N:7]=[C:6]([O:8][CH3:9])[N:5]=[C:4]([NH:10][NH:11][C:12](=[O:32])[C@H:13]([CH2:26][CH:27]2[CH2:31][CH2:30][CH2:29][CH2:28]2)[CH2:14][N:15]([O:18][CH2:19][C:20]2[CH:25]=[CH:24][CH:23]=[CH:22][CH:21]=2)[CH:16]=[O:17])[C:3]=1[F:33].Cl.[NH2:35][C@@H:36]([CH2:42][CH3:43])[C:37]([N:39]([CH3:41])[CH3:40])=[O:38].C(N(C(C)C)CC)(C)C. (4) Given the product [CH2:37]([O:38][C:26](=[NH:27])[C@H:24]([O:23][C:20]1[CH:21]=[CH:22][C:17]([CH2:16][NH:15][C:13]([C:12]2[C:11]([O:10][C:8]3[CH:7]=[CH:6][C:5]4[O:1][CH2:2][O:3][C:4]=4[CH:9]=3)=[N:33][CH:32]=[CH:31][CH:30]=2)=[O:14])=[C:18]([F:29])[CH:19]=1)[CH3:25])[CH3:35], predict the reactants needed to synthesize it. The reactants are: [O:1]1[C:5]2[CH:6]=[CH:7][C:8]([O:10][C:11]3[N:33]=[CH:32][CH:31]=[CH:30][C:12]=3[C:13]([NH:15][CH2:16][C:17]3[CH:22]=[CH:21][C:20]([O:23][C@@H:24]([C:26](=O)[NH2:27])[CH3:25])=[CH:19][C:18]=3[F:29])=[O:14])=[CH:9][C:4]=2[O:3][CH2:2]1.Cl[CH2:35]Cl.[CH3:37][OH:38].ClCCl. (5) Given the product [C:15]([C:17]1[N:21]([CH3:22])[C:20]([C:2]2[CH:7]=[CH:6][C:5]([S:8]([N:11]([CH3:13])[CH3:12])(=[O:10])=[O:9])=[CH:4][C:3]=2[F:14])=[CH:19][CH:18]=1)#[N:16], predict the reactants needed to synthesize it. The reactants are: Br[C:2]1[CH:7]=[CH:6][C:5]([S:8]([N:11]([CH3:13])[CH3:12])(=[O:10])=[O:9])=[CH:4][C:3]=1[F:14].[C:15]([C:17]1[N:21]([CH3:22])[C:20](B(O)O)=[CH:19][CH:18]=1)#[N:16].[F-].[K+].C(P(C(C)(C)C)C(C)(C)C)(C)(C)C.